From a dataset of Peptide-MHC class I binding affinity with 185,985 pairs from IEDB/IMGT. Regression. Given a peptide amino acid sequence and an MHC pseudo amino acid sequence, predict their binding affinity value. This is MHC class I binding data. The peptide sequence is PEGPLGQLL. The MHC is HLA-A03:01 with pseudo-sequence HLA-A03:01. The binding affinity (normalized) is 0.213.